This data is from Reaction yield outcomes from USPTO patents with 853,638 reactions. The task is: Predict the reaction yield, written as a fraction of the theoretical maximum amount of product (1.0 means a 100% yield; for example, 0.34 means a 34% yield). The reactants are [CH2:1]([C@H:3]1[N:6]([C:7]2[CH:12]=[CH:11][C:10]([C:13]([F:16])([F:15])[F:14])=[CH:9][CH:8]=2)[C:5](=[O:17])[CH2:4]1)[CH3:2].[C:18](=[O:22])([O:20][CH3:21])[NH2:19].CC(C)([O-])C.[Li+].O1CCCC1.O. The catalyst is O1CCCC1.C1(C)C=CC=CC=1. The product is [F:14][C:13]([F:16])([F:15])[C:10]1[CH:11]=[CH:12][C:7]([NH:6][C@H:3]([CH2:1][CH3:2])[CH2:4][C:5]([NH:19][C:18](=[O:22])[O:20][CH3:21])=[O:17])=[CH:8][CH:9]=1. The yield is 0.790.